Regression. Given a peptide amino acid sequence and an MHC pseudo amino acid sequence, predict their binding affinity value. This is MHC class I binding data. From a dataset of Peptide-MHC class I binding affinity with 185,985 pairs from IEDB/IMGT. The peptide sequence is RYDDGQSIY. The MHC is HLA-B18:01 with pseudo-sequence HLA-B18:01. The binding affinity (normalized) is 0.0847.